From a dataset of Full USPTO retrosynthesis dataset with 1.9M reactions from patents (1976-2016). Predict the reactants needed to synthesize the given product. (1) Given the product [Cl:13][C:4]1[CH:3]=[C:2]([NH:18][C:17]2[CH:19]=[CH:20][CH:21]=[CH:22][C:16]=2[S:15][CH3:14])[C:7]([C:8]([O:10][CH2:11][CH3:12])=[O:9])=[CH:6][N:5]=1, predict the reactants needed to synthesize it. The reactants are: Cl[C:2]1[C:7]([C:8]([O:10][CH2:11][CH3:12])=[O:9])=[CH:6][N:5]=[C:4]([Cl:13])[CH:3]=1.[CH3:14][S:15][C:16]1[CH:22]=[CH:21][CH:20]=[CH:19][C:17]=1[NH2:18].CN1CCCC1=O. (2) Given the product [C:1]([O:5][C:6]([NH:8][C@H:9]([C:19]([N:21]1[CH2:28][CH2:27][CH2:26][CH:22]1[C:23]#[N:25])=[O:20])[CH:10]([CH3:18])[C:11]1[CH:16]=[CH:15][C:14]([F:17])=[CH:13][CH:12]=1)=[O:7])([CH3:2])([CH3:3])[CH3:4], predict the reactants needed to synthesize it. The reactants are: [C:1]([O:5][C:6]([NH:8][C@H:9]([C:19]([N:21]1[CH2:28][CH2:27][CH2:26][C@H:22]1[C:23]([NH2:25])=O)=[O:20])[C@@H:10]([CH3:18])[C:11]1[CH:16]=[CH:15][C:14]([F:17])=[CH:13][CH:12]=1)=[O:7])([CH3:4])([CH3:3])[CH3:2].N1C(Cl)=NC(Cl)=NC=1Cl. (3) Given the product [Cl:44][C:45]1[CH:50]=[CH:49][CH:48]=[CH:47][C:46]=1[CH:51]1[CH2:55][CH2:54][CH2:53][N:52]1[C:36]([C:35]1[CH:39]=[CH:40][C:41]([OH:43])=[CH:42][C:34]=1[OH:33])=[O:38], predict the reactants needed to synthesize it. The reactants are: P(F)(F)(F)(F)F.N1(OC(N(C)C)=[N+](C)C)C2N=CC=CC=2N=N1.C(N(C(C)C)CC)(C)C.[OH:33][C:34]1[CH:42]=[C:41]([OH:43])[CH:40]=[CH:39][C:35]=1[C:36]([OH:38])=O.[Cl:44][C:45]1[CH:50]=[CH:49][CH:48]=[CH:47][C:46]=1[CH:51]1[CH2:55][CH2:54][CH2:53][NH:52]1.C([O-])(O)=O.[Na+]. (4) Given the product [O:21]=[S:18]1(=[O:38])[O:19][CH2:20][CH:15]([C:12]2[CH:13]=[CH:14][C:9]([O:8][C:7]3[N:6]=[CH:5][N:4]=[C:3]([O:22][CH:23]4[CH2:24][CH2:25][N:26]([C:29]([O:31][CH2:32][CH:33]([CH3:35])[CH3:34])=[O:30])[CH2:27][CH2:28]4)[C:2]=3[CH3:1])=[CH:10][CH:11]=2)[CH2:16][O:17]1, predict the reactants needed to synthesize it. The reactants are: [CH3:1][C:2]1[C:3]([O:22][CH:23]2[CH2:28][CH2:27][N:26]([C:29]([O:31][CH2:32][CH:33]([CH3:35])[CH3:34])=[O:30])[CH2:25][CH2:24]2)=[N:4][CH:5]=[N:6][C:7]=1[O:8][C:9]1[CH:14]=[CH:13][C:12]([CH:15]2[CH2:20][O:19][S:18](=[O:21])[O:17][CH2:16]2)=[CH:11][CH:10]=1.C([O:38]CC)C.